From a dataset of Reaction yield outcomes from USPTO patents with 853,638 reactions. Predict the reaction yield, written as a fraction of the theoretical maximum amount of product (1.0 means a 100% yield; for example, 0.34 means a 34% yield). The reactants are [F:1][C:2]1[CH:7]=[C:6]([F:8])[CH:5]=[CH:4][C:3]=1[N:9]1[C:13]([C:14]2[S:23][C:22]3[C:21]4[N:24]=[C:25]([N:28]5[CH2:33][C@H:32]([CH3:34])[NH:31][C@H:30]([CH3:35])[CH2:29]5)[CH:26]=[CH:27][C:20]=4[O:19][CH2:18][CH2:17][C:16]=3[CH:15]=2)=[N:12][CH:11]=[N:10]1.C(=O)([O-])[O-].[K+].[K+].[C:42](OC(=O)C)(=[O:44])[CH3:43].O. The catalyst is CN(C=O)C. The product is [F:1][C:2]1[CH:7]=[C:6]([F:8])[CH:5]=[CH:4][C:3]=1[N:9]1[C:13]([C:14]2[S:23][C:22]3[C:21]4[N:24]=[C:25]([N:28]5[CH2:33][C@H:32]([CH3:34])[N:31]([C:42](=[O:44])[CH3:43])[C@H:30]([CH3:35])[CH2:29]5)[CH:26]=[CH:27][C:20]=4[O:19][CH2:18][CH2:17][C:16]=3[CH:15]=2)=[N:12][CH:11]=[N:10]1. The yield is 0.620.